Predict the reaction yield, written as a fraction of the theoretical maximum amount of product (1.0 means a 100% yield; for example, 0.34 means a 34% yield). From a dataset of Reaction yield outcomes from USPTO patents with 853,638 reactions. (1) The reactants are [F:1][C:2]1[N:3]=[CH:4][C:5]2[C:10]([CH:11]=1)=[CH:9][C:8]([C:12]([OH:14])=O)=[CH:7][CH:6]=2.N1(C(N2C=CN=C2)=O)C=CN=C1.[NH2:27][NH:28][C:29]([NH2:31])=[S:30]. The catalyst is CN(C=O)C. The product is [F:1][C:2]1[N:3]=[CH:4][C:5]2[C:10]([CH:11]=1)=[CH:9][C:8]([C:12]([NH:27][NH:28][C:29]([NH2:31])=[S:30])=[O:14])=[CH:7][CH:6]=2. The yield is 0.890. (2) The reactants are C([O:3][C:4]([C:6]1[N:7]([CH3:20])[C:8]2[C:13]([CH:14]=1)=[CH:12][C:11]([C:15]([O:17]CC)=[O:16])=[CH:10][CH:9]=2)=[O:5])C.[OH-].[Na+]. The catalyst is O.CO. The product is [CH3:20][N:7]1[C:8]2[C:13](=[CH:12][C:11]([C:15]([OH:17])=[O:16])=[CH:10][CH:9]=2)[CH:14]=[C:6]1[C:4]([OH:5])=[O:3]. The yield is 0.890. (3) The reactants are [CH:1]([C:4]1[CH:9]=[CH:8][C:7]([C:10]2[C:11]3[C:22]([CH3:23])=[CH:21][C:20]4[CH2:19][CH2:18][CH2:17][CH2:16][C:15]=4[C:12]=3[O:13][CH:14]=2)=[CH:6][CH:5]=1)([CH3:3])[CH3:2]. The catalyst is CO. The product is [CH:1]([C:4]1[CH:5]=[CH:6][C:7]([CH:10]2[CH2:14][O:13][C:12]3[C:15]4[CH2:16][CH2:17][CH2:18][CH2:19][C:20]=4[CH:21]=[C:22]([CH3:23])[C:11]2=3)=[CH:8][CH:9]=1)([CH3:3])[CH3:2]. The yield is 0.800. (4) The reactants are C([O:5][C:6](=[O:18])[CH2:7][CH:8]([NH:11][C:12]([O:14][CH2:15][CH:16]=[CH2:17])=[O:13])[CH2:9][OH:10])(C)(C)C.[CH2:19]1[C:27]2[C:22](=[CH:23][CH:24]=[CH:25][CH:26]=2)[CH2:21][CH:20]1O. No catalyst specified. The product is [CH2:15]([O:14][C:12](=[O:13])[NH:11][CH:8]1[CH2:7][C:6](=[O:5])[O:18][CH:9]1[O:10][CH:20]1[CH2:19][C:27]2[C:22](=[CH:23][CH:24]=[CH:25][CH:26]=2)[CH2:21]1)[CH:16]=[CH2:17]. The yield is 0.650. (5) The reactants are [NH:1]1[CH2:6][CH2:5][CH:4]([S:7]([C:10]2[CH:19]=[CH:18][C:17]3[C:12](=[CH:13][CH:14]=[CH:15][CH:16]=3)[N:11]=2)(=[O:9])=[O:8])[CH2:3][CH2:2]1.Cl[C:21]1[C:26]([C:27]#[N:28])=[CH:25][CH:24]=[CH:23][N:22]=1. No catalyst specified. The product is [N:11]1[C:12]2[C:17](=[CH:16][CH:15]=[CH:14][CH:13]=2)[CH:18]=[CH:19][C:10]=1[S:7]([CH:4]1[CH2:5][CH2:6][N:1]([C:21]2[N:22]=[CH:23][CH:24]=[CH:25][C:26]=2[C:27]#[N:28])[CH2:2][CH2:3]1)(=[O:9])=[O:8]. The yield is 0.860.